This data is from Full USPTO retrosynthesis dataset with 1.9M reactions from patents (1976-2016). The task is: Predict the reactants needed to synthesize the given product. (1) Given the product [ClH:28].[NH:8]1[CH2:9][CH:10]([C:12]2[C:21]([N:22]3[CH2:23][CH2:24][CH2:25][CH2:26][CH2:27]3)=[N:20][C:19]3[C:14](=[CH:15][CH:16]=[CH:17][CH:18]=3)[N:13]=2)[CH2:11]1, predict the reactants needed to synthesize it. The reactants are: C(OC([N:8]1[CH2:11][CH:10]([C:12]2[C:21]([N:22]3[CH2:27][CH2:26][CH2:25][CH2:24][CH2:23]3)=[N:20][C:19]3[C:14](=[CH:15][CH:16]=[CH:17][CH:18]=3)[N:13]=2)[CH2:9]1)=O)(C)(C)C.[ClH:28].CO. (2) Given the product [CH3:23][O:22][C:19]1[CH:20]=[CH:21][C:16]([C:9]([C:6]2[CH:7]=[CH:8][C:3]([O:2][CH3:1])=[C:4]([CH3:25])[CH:5]=2)=[CH:10][CH2:12][CH2:13][CH2:14][CH3:15])=[CH:17][C:18]=1[CH3:24], predict the reactants needed to synthesize it. The reactants are: [CH3:1][O:2][C:3]1[CH:8]=[CH:7][C:6]([C:9]2([C:16]3[CH:21]=[CH:20][C:19]([O:22][CH3:23])=[C:18]([CH3:24])[CH:17]=3)C[CH:10]2[CH2:12][CH2:13][CH2:14][CH3:15])=[CH:5][C:4]=1[CH3:25].B(Br)(Br)Br. (3) Given the product [Cl:31][C:23]1[CH:22]=[CH:21][CH:20]=[CH:25][C:24]=1[CH2:26][O:27][C:28](=[O:29])[NH:16][C:14]1[CH:13]=[N:12][N:11]([CH2:10][C:9]2[CH:17]=[CH:18][CH:19]=[C:7]([C:2](=[O:6])[CH3:1])[CH:8]=2)[N:15]=1, predict the reactants needed to synthesize it. The reactants are: [CH3:1][C:2]1([C:7]2[CH:8]=[C:9]([CH:17]=[CH:18][CH:19]=2)[CH2:10][N:11]2[N:15]=[C:14]([NH2:16])[CH:13]=[N:12]2)[O:6]CCO1.[CH:20]1[CH:25]=[C:24]([CH2:26][O:27][C:28](Cl)=[O:29])[C:23]([Cl:31])=[CH:22][CH:21]=1. (4) Given the product [CH2:24]([O:23][C:2]1[N:7]=[C:6]2[C:8]([CH3:22])([CH3:21])[N:9]([CH2:12][C:13]3[CH:18]=[CH:17][C:16]([O:19][CH3:20])=[CH:15][CH:14]=3)[C:10](=[O:11])[C:5]2=[CH:4][CH:3]=1)[CH3:25], predict the reactants needed to synthesize it. The reactants are: Cl[C:2]1[N:7]=[C:6]2[C:8]([CH3:22])([CH3:21])[N:9]([CH2:12][C:13]3[CH:18]=[CH:17][C:16]([O:19][CH3:20])=[CH:15][CH:14]=3)[C:10](=[O:11])[C:5]2=[CH:4][CH:3]=1.[O-:23][CH2:24][CH3:25].[Na+]. (5) The reactants are: Cl[CH2:2][C:3]1[NH:4][C:5](=[O:19])[C:6]2[O:11][C:10]3[CH:12]=[CH:13][C:14]([CH:16]4[CH2:18][CH2:17]4)=[CH:15][C:9]=3[C:7]=2[N:8]=1.[CH3:20][N:21]1[CH2:26][CH2:25][NH:24][CH2:23][CH2:22]1. Given the product [CH:16]1([C:14]2[CH:13]=[CH:12][C:10]3[O:11][C:6]4[C:5](=[O:19])[NH:4][C:3]([CH2:2][N:24]5[CH2:25][CH2:26][N:21]([CH3:20])[CH2:22][CH2:23]5)=[N:8][C:7]=4[C:9]=3[CH:15]=2)[CH2:18][CH2:17]1, predict the reactants needed to synthesize it. (6) Given the product [OH:17][C:15]1[N:14]2[N:18]=[CH:19][CH:20]=[C:13]2[N:12]=[C:11]([CH:8]2[CH2:7][CH2:6][N:31]([C:34]([O:36][C:37]([CH3:40])([CH3:39])[CH3:38])=[O:35])[CH2:10][CH2:9]2)[CH:16]=1, predict the reactants needed to synthesize it. The reactants are: O1C2([CH2:10][CH2:9][CH:8]([C:11]3[CH:16]=[C:15]([OH:17])[N:14]4[N:18]=[CH:19][CH:20]=[C:13]4[N:12]=3)[CH2:7][CH2:6]2)OCC1.C(OC(=O)CC(C1CC[N:31]([C:34]([O:36][C:37]([CH3:40])([CH3:39])[CH3:38])=[O:35])CC1)=O)C.O=C(C1CCC2(OCCO2)CC1)CC(OCC)=O. (7) The reactants are: CC1(C)C2C(=C(P(C3C=CC=CC=3)C3C=CC=CC=3)C=CC=2)OC2C(P(C3C=CC=CC=3)C3C=CC=CC=3)=CC=CC1=2.[C:43]([C:46]1[N:50]([CH3:51])[N:49]=[CH:48][C:47]=1[C:52]([O:54][CH2:55][CH3:56])=[O:53])(=[O:45])[NH2:44].Br[C:58]1[CH:63]=[CH:62][N:61]2[CH:64]=[C:65]([C:67]3[CH:72]=[CH:71][CH:70]=[CH:69][CH:68]=3)[N:66]=[C:60]2[CH:59]=1.CCO. Given the product [CH2:55]([O:54][C:52]([C:47]1[CH:48]=[N:49][N:50]([CH3:51])[C:46]=1[C:43](=[O:45])[NH:44][C:58]1[CH:63]=[CH:62][N:61]2[CH:64]=[C:65]([C:67]3[CH:72]=[CH:71][CH:70]=[CH:69][CH:68]=3)[N:66]=[C:60]2[CH:59]=1)=[O:53])[CH3:56], predict the reactants needed to synthesize it.